This data is from Experimentally validated miRNA-target interactions with 360,000+ pairs, plus equal number of negative samples. The task is: Binary Classification. Given a miRNA mature sequence and a target amino acid sequence, predict their likelihood of interaction. The miRNA is cel-miR-791-3p with sequence UUUGGCACUCCGCAGAUAAGGCAA. The protein sequence of the target gene is MARRPRHSIYSSDEDDEDIEMCDHDYDGLLPKSGKRHLGKTRWTREEDEKLKKLVEQNGTDDWKVIANYLPNRTDVQCQHRWQKVLNPELIKGPWTKEEDQRVIELVQKYGPKRWSVIAKHLKGRIGKQCRERWHNHLNPEVKKTSWTEEEDRIIYQAHKRLGNRWAEIAKLLPGRTDNAIKNHWNSTMRRKVEQEGYLQEPSKASQTPVATSFQKNNHLMGFGHASPPSQLSPSGQSSVNSEYPYYHIAEAQNISSHVPYPVALHVNIVNVPQPAAAAIQRHYNDEDPEKEKRIKELEL.... Result: 0 (no interaction).